Dataset: PAMPA (Parallel Artificial Membrane Permeability Assay) permeability data from NCATS. Task: Regression/Classification. Given a drug SMILES string, predict its absorption, distribution, metabolism, or excretion properties. Task type varies by dataset: regression for continuous measurements (e.g., permeability, clearance, half-life) or binary classification for categorical outcomes (e.g., BBB penetration, CYP inhibition). Dataset: pampa_ncats. (1) The molecule is COC1=CC=CC(=C1O)C(=O)NC2=CC=C(C=C2)[S+](=O)(NC3=NC=CS3)[O-]. The result is 0 (low-to-moderate permeability). (2) The molecule is CC1=C(NC2=C1C(=O)CC(C2)C3=CC=CC=C3)C(=O)OCCOC4=CC=CC=C4. The result is 1 (high permeability). (3) The compound is C1CC(=O)N(C1)C2=CC=C(C=C2)S(=O)(=O)NC3=C(C=CN=C3)C(=O)NC4=NC(=CS4)C5=CC=CC=C5. The result is 1 (high permeability). (4) The molecule is CC1=CC=C(C=C1)C(=O)N2CCCC(C2)C3=NN(C(=O)N3)C4=CC=C(C=C4)OC. The result is 1 (high permeability).